This data is from Catalyst prediction with 721,799 reactions and 888 catalyst types from USPTO. The task is: Predict which catalyst facilitates the given reaction. (1) The catalyst class is: 8. Reactant: [CH:1]1([NH:7][C:8]2[O:9][CH2:10][C:11](=[O:18])[C:12]=2[C:13]([O:15][CH2:16][CH3:17])=[O:14])[CH2:6][CH2:5][CH2:4][CH2:3][CH2:2]1.[NH:19]1[C:27]2[C:22](=[CH:23][CH:24]=[CH:25][N:26]=2)[C:21]([CH:28]=O)=[CH:20]1.[ClH:30]. Product: [ClH:30].[NH:19]1[C:27]2=[N:26][CH:25]=[CH:24][CH:23]=[C:22]2[C:21]([CH:28]=[C:10]2[O:9][C:8]([NH:7][CH:1]3[CH2:2][CH2:3][CH2:4][CH2:5][CH2:6]3)=[C:12]([C:13]([O:15][CH2:16][CH3:17])=[O:14])[C:11]2=[O:18])=[CH:20]1. (2) Reactant: Br[C:2]1[S:6][C:5]([C:7]([O:9][CH2:10][CH3:11])=[O:8])=[N:4][CH:3]=1.C([O-])([O-])=O.[K+].[K+].[CH3:18][N:19]1[C:23](B2OC(C)(C)C(C)(C)O2)=[CH:22][CH:21]=[N:20]1. Product: [CH3:18][N:19]1[C:23]([C:2]2[S:6][C:5]([C:7]([O:9][CH2:10][CH3:11])=[O:8])=[N:4][CH:3]=2)=[CH:22][CH:21]=[N:20]1. The catalyst class is: 760.